Dataset: Forward reaction prediction with 1.9M reactions from USPTO patents (1976-2016). Task: Predict the product of the given reaction. (1) The product is: [Cl:1][C:2]1[CH:3]=[CH:4][C:5]2[O:9][C:8]([CH:10]([NH:15][C:16]3[CH:17]=[CH:18][C:19]([C:20]([NH:34][CH2:33][CH2:32][C:31]([O:30][CH2:28][CH3:29])=[O:35])=[O:21])=[CH:23][CH:24]=3)[CH2:11][CH:12]([CH3:14])[CH3:13])=[C:7]([CH3:25])[C:6]=2[CH:26]=1. Given the reactants [Cl:1][C:2]1[CH:3]=[CH:4][C:5]2[O:9][C:8]([CH:10]([NH:15][C:16]3[CH:24]=[CH:23][C:19]([C:20](O)=[O:21])=[CH:18][CH:17]=3)[CH2:11][CH:12]([CH3:14])[CH3:13])=[C:7]([CH3:25])[C:6]=2[CH:26]=1.Cl.[CH2:28]([O:30][C:31](=[O:35])[CH2:32][CH2:33][NH2:34])[CH3:29].O.ON1C2C=CC=CC=2N=N1.Cl.C(N=C=NCCCN(C)C)C.Cl, predict the reaction product. (2) Given the reactants [CH3:1][C:2]1[CH:7]=[CH:6][CH:5]=[C:4]([C:8]2[NH:9][N:10]=[C:11]([CH:13]3[CH2:18][CH2:17][NH:16][CH2:15][CH2:14]3)[N:12]=2)[N:3]=1.C(N(CC)CC)C.[CH3:26][O:27][C:28]([C:30]1[CH:31]=[N:32][N:33]2[CH:38]=[C:37]([C:39]3[C:44]([F:45])=[CH:43][CH:42]=[CH:41][C:40]=3[F:46])[C:36]([C:47]3[CH:52]=[CH:51][C:50]([CH:53]=O)=[CH:49][CH:48]=3)=[N:35][C:34]=12)=[O:29].[BH-](OC(C)=O)(OC(C)=O)OC(C)=O.[Na+], predict the reaction product. The product is: [CH3:26][O:27][C:28]([C:30]1[CH:31]=[N:32][N:33]2[CH:38]=[C:37]([C:39]3[C:40]([F:46])=[CH:41][CH:42]=[CH:43][C:44]=3[F:45])[C:36]([C:47]3[CH:48]=[CH:49][C:50]([CH2:53][N:16]4[CH2:17][CH2:18][CH:13]([C:11]5[N:12]=[C:8]([C:4]6[CH:5]=[CH:6][CH:7]=[C:2]([CH3:1])[N:3]=6)[NH:9][N:10]=5)[CH2:14][CH2:15]4)=[CH:51][CH:52]=3)=[N:35][C:34]=12)=[O:29]. (3) Given the reactants [C:1]([O:5][C:6](=[O:17])[NH:7][CH2:8][CH2:9][C:10]1[CH:15]=[CH:14][CH:13]=[C:12]([OH:16])[CH:11]=1)([CH3:4])([CH3:3])[CH3:2].C(=O)([O-])[O-].[K+].[K+].[I-].[K+].CS(O[CH2:31][CH2:32][C:33]1[CH:38]=[CH:37][C:36]([O:39][CH2:40][C:41]2[CH:46]=[CH:45][CH:44]=[CH:43][CH:42]=2)=[C:35]([C@@H:47]([C:57]2[CH:62]=[CH:61][CH:60]=[CH:59][CH:58]=2)[CH2:48][CH2:49][N:50]([CH:54]([CH3:56])[CH3:55])[CH:51]([CH3:53])[CH3:52])[CH:34]=1)(=O)=O, predict the reaction product. The product is: [NH3:7].[CH2:40]([O:39][C:36]1[CH:37]=[CH:38][C:33]([CH2:32][CH2:31][O:16][C:12]2[CH:11]=[C:10]([CH2:9][CH2:8][NH:7][C:6](=[O:17])[O:5][C:1]([CH3:4])([CH3:2])[CH3:3])[CH:15]=[CH:14][CH:13]=2)=[CH:34][C:35]=1[C@@H:47]([C:57]1[CH:58]=[CH:59][CH:60]=[CH:61][CH:62]=1)[CH2:48][CH2:49][N:50]([CH:54]([CH3:55])[CH3:56])[CH:51]([CH3:53])[CH3:52])[C:41]1[CH:42]=[CH:43][CH:44]=[CH:45][CH:46]=1. (4) Given the reactants [CH3:1][O:2][C:3]([C:5]1[C@@H:10]([C:11]2[CH:16]=[CH:15][C:14]([C:17]#[N:18])=[CH:13][C:12]=2[CH2:19][CH2:20]O)[N:9]2[C:22](=[O:25])[NH:23][N:24]=[C:8]2[N:7]([C:26]2[CH:31]=[CH:30][CH:29]=[C:28]([C:32]([F:35])([F:34])[F:33])[CH:27]=2)[C:6]=1[CH3:36])=[O:4].COC(C1[C@@H](C2C=CC(C#N)=CC=2CCC[Br:58])N2C(=O)NN=C2N(C2C=CC=C(C(F)(F)F)C=2)C=1C)=O, predict the reaction product. The product is: [CH3:1][O:2][C:3]([C:5]1[C@@H:10]([C:11]2[CH:16]=[CH:15][C:14]([C:17]#[N:18])=[CH:13][C:12]=2[CH2:19][CH2:20][Br:58])[N:9]2[C:22](=[O:25])[NH:23][N:24]=[C:8]2[N:7]([C:26]2[CH:31]=[CH:30][CH:29]=[C:28]([C:32]([F:35])([F:34])[F:33])[CH:27]=2)[C:6]=1[CH3:36])=[O:4]. (5) The product is: [CH2:19]([O:21][C:22]1[C:23]([C:34]([C:9]2[CH:14]=[CH:13][N:12]=[C:11]([C:15]([F:18])([F:17])[F:16])[CH:10]=2)=[O:35])=[N:24][N:25]([C:27]2[CH:32]=[CH:31][C:30]([F:33])=[CH:29][CH:28]=2)[N:26]=1)[CH3:20]. Given the reactants [Cl-].[Li+].C([Mg]Cl)(C)C.I[C:9]1[CH:14]=[CH:13][N:12]=[C:11]([C:15]([F:18])([F:17])[F:16])[CH:10]=1.[CH2:19]([O:21][C:22]1[C:23]([C:34](N(OC)C)=[O:35])=[N:24][N:25]([C:27]2[CH:32]=[CH:31][C:30]([F:33])=[CH:29][CH:28]=2)[N:26]=1)[CH3:20], predict the reaction product. (6) Given the reactants Cl[C:2]1[CH:3]=[CH:4][C:5]2[N:11]3[CH2:12][C@H:8]([CH2:9][CH2:10]3)[N:7]([C:13]([NH:15][C:16]3[CH:21]=[N:20][CH:19]=[CH:18][N:17]=3)=[O:14])[C:6]=2[N:22]=1.Cl.[CH3:24][C@H:25]1[O:30][CH2:29][CH2:28][NH:27][CH2:26]1.C([O-])([O-])=O.[Cs+].[Cs+].C1(P(C2CCCCC2)C2C=CC=CC=2C2C(C(C)C)=CC(C(C)C)=CC=2C(C)C)CCCCC1, predict the reaction product. The product is: [CH3:24][C@@H:25]1[CH2:26][N:27]([C:2]2[CH:3]=[CH:4][C:5]3[N:11]4[CH2:12][C@H:8]([CH2:9][CH2:10]4)[N:7]([C:13]([NH:15][C:16]4[CH:21]=[N:20][CH:19]=[CH:18][N:17]=4)=[O:14])[C:6]=3[N:22]=2)[CH2:28][CH2:29][O:30]1.